From a dataset of Reaction yield outcomes from USPTO patents with 853,638 reactions. Predict the reaction yield, written as a fraction of the theoretical maximum amount of product (1.0 means a 100% yield; for example, 0.34 means a 34% yield). The reactants are [Cl:1][C:2]1[CH:3]=[CH:4][C:5]([C@@:8]([NH:24][C:25](=[O:37])[C:26]2[CH:31]=[CH:30][C:29]([F:32])=[C:28]([C:33]([F:36])([F:35])[F:34])[CH:27]=2)([C:16]2[CH:21]=[C:20]([OH:22])[CH:19]=[C:18]([F:23])[CH:17]=2)[CH2:9][C:10]2[CH:15]=[CH:14][CH:13]=[CH:12][CH:11]=2)=[N:6][CH:7]=1.C([O-])([O-])=O.[Cs+].[Cs+].I[C:45]([C:48](OCC)=O)(F)F.C([O-])(O)=O.[Na+]. The catalyst is CN(C=O)C. The product is [Cl:1][C:2]1[CH:3]=[CH:4][C:5]([C@@:8]([NH:24][C:25](=[O:37])[C:26]2[CH:31]=[CH:30][C:29]([F:32])=[C:28]([C:33]([F:34])([F:36])[F:35])[CH:27]=2)([C:16]2[CH:17]=[C:18]([F:23])[CH:19]=[C:20]([O:22][CH2:45][CH3:48])[CH:21]=2)[CH2:9][C:10]2[CH:15]=[CH:14][CH:13]=[CH:12][CH:11]=2)=[N:6][CH:7]=1. The yield is 0.0700.